From a dataset of Experimentally validated miRNA-target interactions with 360,000+ pairs, plus equal number of negative samples. Binary Classification. Given a miRNA mature sequence and a target amino acid sequence, predict their likelihood of interaction. (1) The miRNA is hsa-miR-6513-5p with sequence UUUGGGAUUGACGCCACAUGUCU. The protein sequence of the target gene is MADVLSVLRQYNIQKKEIVVKGDEVIFGEFSWPKNVKTNYVVWGTGKEGQPREYYTLDSILFLLNNVHLSHPVYVRRAATENIPVVRRPDRKDLLGYLNGEASTSASIDRSAPLEIGLQRSTQVKRAADEVLAEAKKPRIEDEECVRLDKERLAARLEGHKEGIVQTEQIRSLSEAMSVEKIAAIKAKIMAKKRSTIKTDLDDDITALKQRSFVDAEVDVTRDIVSRERVWRTRTTILQSTGKNFSKNIFAILQSVKAREEGRAPEQRPAPNAAPVDPTLRTKQPIPAAYNRYDQERFKG.... Result: 1 (interaction). (2) The miRNA is hsa-miR-889-3p with sequence UUAAUAUCGGACAACCAUUGU. Result: 1 (interaction). The protein sequence of the target gene is MITLTELKCLADAQSSYHILKPWWDVFWYYITLIMLLVAVLAGALQLTQSRVLCCLPCKVEFDNHCAVPWDILKASMNTSSNPGTPLPLPLRIQNDLHRQQYSYIDAVCYEKQLHWFAKFFPYLVLLHTLIFAACSNFWLHYPSTSSRLEHFVAILHKCFDSPWTTRALSETVAEQSVRPLKLSKSKILLSSSGCSADIDSGKQSLPYPQPGLESAGIESPTSSVLDKKEGEQAKAIFEKVKRFRMHVEQKDIIYRVYLKQIIVKVILFVLIITYVPYFLTHITLEIDCSVDVQAFTGYK.... (3) The miRNA is mmu-miR-467g with sequence UAUACAUACACACACAUAUAU. The protein sequence of the target gene is MTSPAKFKKDKEIIAEYDTQVKEIRAQLTEQMKCLDQQCELRVQLLQDLQDFFRKKAEIEMDYSRNLEKLAEHFLAKTRSTKDQQFKKDQNVLSPVNCWNLLLNQVKWESRDHTTLSDIYLNNIIPRFVQVSEDSGRLFKKSKEVGQQLQDDLMKVLNELYSVMKTYHMYNADSISAQSKLKEAEKQEEKQIGKSVKQEDRQTPCSPDSTANVRIEEKHVRRSSVKKIEKMKEKHQAKYTENKLKAIKAQNEYLLALEATNASVFKYYIHDLSDLIDQCCDLGYHASLNRALRTFLSAEL.... Result: 0 (no interaction). (4) Result: 1 (interaction). The miRNA is hsa-miR-5088-3p with sequence UCCCUUCUUCCUGGGCCCUCA. The protein sequence of the target gene is MDRCKHVGRLRLAQDHSILNPQKWCCLECATTESVWACLKCSHVACGRYIEDHALKHFEETGHPLAMEVRDLYVFCYLCKDYVLNDNPEGDLKLLRSSLLAVRGQKQDTPVRRGRTLRSMASGEDVVLPQRAPQGQPQMLTALWYRRQRLLARTLRLWFEKSSRGQAKLEQRRQEEALERKKEEARRRRREVKRRLLEELASTPPRKSARLLLHTPRDAGPAASRPAALPTSRRVPAATLKLRRQPAMAPGVTGLRNLGNTCYMNSILQVLSHLQKFRECFLNLDPSKTEHLFPKATNGK....